Dataset: Full USPTO retrosynthesis dataset with 1.9M reactions from patents (1976-2016). Task: Predict the reactants needed to synthesize the given product. Given the product [Cl:1][C:2]1[CH:25]=[CH:24][C:5]([O:6][CH2:7][C:8]([N:10]2[C:16]3[CH:17]=[CH:18][CH:19]=[CH:20][C:15]=3[CH2:14][N:13]3[C:21]([C:35](=[O:36])[CH2:34][CH2:33][C:27]4[CH:32]=[CH:31][CH:30]=[CH:29][CH:28]=4)=[CH:22][CH:23]=[C:12]3[CH2:11]2)=[O:9])=[C:4]([CH3:26])[CH:3]=1, predict the reactants needed to synthesize it. The reactants are: [Cl:1][C:2]1[CH:25]=[CH:24][C:5]([O:6][CH2:7][C:8]([N:10]2[C:16]3[CH:17]=[CH:18][CH:19]=[CH:20][C:15]=3[CH2:14][N:13]3[CH:21]=[CH:22][CH:23]=[C:12]3[CH2:11]2)=[O:9])=[C:4]([CH3:26])[CH:3]=1.[C:27]1([CH2:33][CH2:34][C:35](Cl)=[O:36])[CH:32]=[CH:31][CH:30]=[CH:29][CH:28]=1.